From a dataset of Full USPTO retrosynthesis dataset with 1.9M reactions from patents (1976-2016). Predict the reactants needed to synthesize the given product. (1) Given the product [C:9]([O-:11])(=[O:10])[C:8]([CH3:12])=[O:7].[NH2:1][C@H:2]([C:4]([O-:6])=[O:5])[CH2:3][CH2:8][C:9]([O-:11])=[O:10], predict the reactants needed to synthesize it. The reactants are: [NH2:1][C@H:2]([C:4]([OH:6])=[O:5])[CH3:3].[O:7]=[C:8]([CH2:12]CC([O-])=O)[C:9]([O-:11])=[O:10]. (2) Given the product [CH3:1][N:2]1[C:7]2[CH:8]=[CH:9][C:10]([C:12](=[O:13])[C:14]([C:20]3[CH:25]=[CH:24][CH:23]=[CH:22][CH:21]=3)=[O:30])=[CH:11][C:6]=2[O:5][CH2:4][CH2:3]1, predict the reactants needed to synthesize it. The reactants are: [CH3:1][N:2]1[C:7]2[CH:8]=[CH:9][C:10]([CH:12]([C:14]3([C:20]4[CH:25]=[CH:24][CH:23]=[CH:22][CH:21]=4)SCCCS3)[OH:13])=[CH:11][C:6]=2[O:5][CH2:4][CH2:3]1.C([OH:30])(C)(C)C.C(OI1(OC(=O)C)(OC(=O)C)C2C=CC=CC=2C(=O)O1)(=O)C. (3) The reactants are: [CH3:1][O:2][C:3]1[CH:4]=[C:5]([CH:19]=[C:20]([CH3:22])[CH:21]=1)[O:6][C:7]1[CH:8]=[CH:9][C:10]2[N:14]=[C:13]([CH2:15][OH:16])[N:12]([CH3:17])[C:11]=2[CH:18]=1.O[C:24]1[CH:25]=[C:26]([CH:31]=[CH:32][CH:33]=1)[C:27]([O:29][CH3:30])=[O:28].C(P(CCCC)CCCC)CCC.N(C(N1CCCCC1)=O)=NC(N1CCCCC1)=O. Given the product [CH3:1][O:2][C:3]1[CH:4]=[C:5]([CH:19]=[C:20]([CH3:22])[CH:21]=1)[O:6][C:7]1[CH:8]=[CH:9][C:10]2[N:14]=[C:13]([CH2:15][O:16][C:24]3[CH:25]=[C:26]([CH:31]=[CH:32][CH:33]=3)[C:27]([O:29][CH3:30])=[O:28])[N:12]([CH3:17])[C:11]=2[CH:18]=1, predict the reactants needed to synthesize it. (4) Given the product [F:29][CH:30]([F:34])[CH2:31][N:32]([CH3:33])[C:26]([CH:24]1[CH2:23][CH2:22][C:21]2[C:14]3[C:13]([NH:12][C:4]4[CH:5]=[C:6]5[C:10](=[CH:11][C:3]=4[O:2][CH3:1])[NH:9][N:8]=[CH:7]5)=[N:18][CH:17]=[N:16][C:15]=3[S:19][C:20]=2[CH2:25]1)=[O:28], predict the reactants needed to synthesize it. The reactants are: [CH3:1][O:2][C:3]1[CH:11]=[C:10]2[C:6]([CH:7]=[N:8][NH:9]2)=[CH:5][C:4]=1[NH:12][C:13]1[C:14]2[C:21]3[CH2:22][CH2:23][CH:24]([C:26]([OH:28])=O)[CH2:25][C:20]=3[S:19][C:15]=2[N:16]=[CH:17][N:18]=1.[F:29][CH:30]([F:34])[CH2:31][NH:32][CH3:33]. (5) Given the product [C:10]([OH:11])(=[O:14])[C:1]1[CH:6]=[CH:5][CH:4]=[CH:3][CH:2]=1, predict the reactants needed to synthesize it. The reactants are: [C:1]1(N)(C)[CH:6]=[CH:5][CH:4]=[C:3](N)[CH2:2]1.[C:10](Cl)(Cl)=[O:11].[O:14]=O. (6) Given the product [Mg:39].[CH3:2][O:3][C:4]1[CH:25]=[CH:24][C:7]2[NH:8][C:9]([S:11]([CH2:13][C:14]3[C:19]([CH3:20])=[C:18]([O:21][CH3:22])[C:17]([CH3:23])=[CH:16][N:15]=3)=[O:12])=[N:10][C:6]=2[CH:5]=1, predict the reactants needed to synthesize it. The reactants are: [K].[CH3:2][O:3][C:4]1[CH:25]=[CH:24][C:7]2[NH:8][C:9]([S:11]([CH2:13][C:14]3[C:19]([CH3:20])=[C:18]([O:21][CH3:22])[C:17]([CH3:23])=[CH:16][N:15]=3)=[O:12])=[N:10][C:6]=2[CH:5]=1.C(O)(=O)C.CO.O.O.O.O.O.O.[Cl-].[Mg+2:39].[Cl-]. (7) Given the product [CH3:5][C@@H:6]1[CH2:10][CH2:9][CH2:8][N:7]1[CH2:11][C@@H:12]1[CH2:16][CH2:15][CH2:14][N:13]1[C:29]([C:28]1[CH:27]=[CH:26][C:25]([B:20]2[O:21][C:22]([CH3:24])([CH3:23])[C:18]([CH3:34])([CH3:17])[O:19]2)=[CH:33][CH:32]=1)=[O:30], predict the reactants needed to synthesize it. The reactants are: S(Cl)(Cl)=O.[CH3:5][C@@H:6]1[CH2:10][CH2:9][CH2:8][N:7]1[CH2:11][C@@H:12]1[CH2:16][CH2:15][CH2:14][NH:13]1.[CH3:17][C:18]1([CH3:34])[C:22]([CH3:24])([CH3:23])[O:21][B:20]([C:25]2[CH:33]=[CH:32][C:28]([C:29](O)=[O:30])=[CH:27][CH:26]=2)[O:19]1. (8) Given the product [F:20][C:21]1[CH:26]=[CH:25][C:24]([N:27]2[C:31]3[CH:32]=[C:33]4[C@:38]([CH:40]([C:4]5[O:3][C:2]([CH3:1])=[N:6][N:5]=5)[OH:41])([CH2:39][C:30]=3[CH:29]=[N:28]2)[CH2:37][N:36]([S:42]([C:45]2[CH:46]=[CH:47][C:48]([C:51]([F:54])([F:52])[F:53])=[CH:49][CH:50]=2)(=[O:44])=[O:43])[CH2:35][CH2:34]4)=[CH:23][CH:22]=1, predict the reactants needed to synthesize it. The reactants are: [CH3:1][C:2]1[O:3][CH:4]=[N:5][N:6]=1.C([Li])CCC.CCOCC.[Mg+2].[Br-].[Br-].[F:20][C:21]1[CH:26]=[CH:25][C:24]([N:27]2[C:31]3[CH:32]=[C:33]4[C@:38]([CH:40]=[O:41])([CH2:39][C:30]=3[CH:29]=[N:28]2)[CH2:37][N:36]([S:42]([C:45]2[CH:50]=[CH:49][C:48]([C:51]([F:54])([F:53])[F:52])=[CH:47][CH:46]=2)(=[O:44])=[O:43])[CH2:35][CH2:34]4)=[CH:23][CH:22]=1.[Cl-].[NH4+].